This data is from TCR-epitope binding with 47,182 pairs between 192 epitopes and 23,139 TCRs. The task is: Binary Classification. Given a T-cell receptor sequence (or CDR3 region) and an epitope sequence, predict whether binding occurs between them. (1) The TCR CDR3 sequence is CASSLWRSQYNEQFF. Result: 1 (the TCR binds to the epitope). The epitope is NLNESLIDL. (2) The epitope is PKYVKQNTLKLAT. The TCR CDR3 sequence is CASSPLGKQETQYF. Result: 0 (the TCR does not bind to the epitope). (3) The epitope is FLNGSCGSV. The TCR CDR3 sequence is CASSFGAGQDYEQYF. Result: 1 (the TCR binds to the epitope). (4) The epitope is GVAMPNLYK. The TCR CDR3 sequence is CASSLGGDEQYF. Result: 0 (the TCR does not bind to the epitope). (5) Result: 0 (the TCR does not bind to the epitope). The epitope is EHPTFTSQYRIQGKL. The TCR CDR3 sequence is CSARDFIGGNEQFF. (6) The epitope is FSKQLQQSM. The TCR CDR3 sequence is CSVEGTSGSSYNEQFF. Result: 0 (the TCR does not bind to the epitope).